Dataset: Full USPTO retrosynthesis dataset with 1.9M reactions from patents (1976-2016). Task: Predict the reactants needed to synthesize the given product. (1) Given the product [CH3:1][C:2]1([CH3:25])[C:6]2[C:7]([O:11][C:12]3[N:17]=[CH:16][C:15]([N:18]4[C:19](=[O:24])[C:20]([CH3:23])([CH3:22])[NH:21][C:34]4=[O:36])=[CH:14][CH:13]=3)=[CH:8][CH:9]=[CH:10][C:5]=2[O:4][CH2:3]1, predict the reactants needed to synthesize it. The reactants are: [CH3:1][C:2]1([CH3:25])[C:6]2[C:7]([O:11][C:12]3[N:17]=[CH:16][C:15]([NH:18][C:19](=[O:24])[C:20]([CH3:23])([CH3:22])[NH2:21])=[CH:14][CH:13]=3)=[CH:8][CH:9]=[CH:10][C:5]=2[O:4][CH2:3]1.C(N(CC)CC)C.Cl[C:34](Cl)([O:36]C(=O)OC(Cl)(Cl)Cl)Cl.C([O-])(O)=O.[Na+]. (2) Given the product [CH3:18][C:13]1([C:9]2[O:8][C:12]([CH:22]=[O:23])=[CH:11][CH:10]=2)[O:14][CH2:15][CH2:16][O:17]1, predict the reactants needed to synthesize it. The reactants are: N#N.[Li]CCCC.[O:8]1[CH:12]=[CH:11][CH:10]=[C:9]1[C:13]1([CH3:18])[O:17][CH2:16][CH2:15][O:14]1.CN([CH:22]=[O:23])C. (3) Given the product [N:17]1[CH:18]=[CH:19][CH:20]=[CH:21][C:16]=1[N:15]1[CH2:14][CH2:13][N:11]([S:8]([C:4]2[CH:3]=[C:2]([C:32]#[C:31][C:27]3[CH:26]=[C:25]([OH:24])[CH:30]=[CH:29][CH:28]=3)[CH:7]=[CH:6][CH:5]=2)(=[O:10])=[O:9])[CH2:12][CH2:22]1, predict the reactants needed to synthesize it. The reactants are: Br[C:2]1[CH:3]=[C:4]([S:8]([N:11]([CH2:13][CH2:14][N:15]([CH2:22]C)[C:16]2[CH:21]=[CH:20][CH:19]=[CH:18][N:17]=2)[CH3:12])(=[O:10])=[O:9])[CH:5]=[CH:6][CH:7]=1.[OH:24][C:25]1[CH:26]=[C:27]([C:31]#[CH:32])[CH:28]=[CH:29][CH:30]=1. (4) The reactants are: Br[CH2:2][C:3]([C:5]1[CH:10]=[CH:9][CH:8]=[CH:7][CH:6]=1)=O.[CH:11]([NH2:13])=[O:12]. Given the product [C:5]1([C:3]2[N:13]=[CH:11][O:12][CH:2]=2)[CH:10]=[CH:9][CH:8]=[CH:7][CH:6]=1, predict the reactants needed to synthesize it. (5) Given the product [Cl:26]([O-:30])(=[O:29])(=[O:28])=[O:27].[NH2:24][C:20]1=[CH:19][C:18](=[N+:17]([CH3:25])[CH3:16])[CH:23]=[CH:22]/[C:21]/1=[N:1]\[C:2]1[C:3](=[O:15])[N:4]([C:9]2[CH:10]=[CH:11][CH:12]=[CH:13][CH:14]=2)[N:5]([CH3:8])[C:6]=1[CH3:7], predict the reactants needed to synthesize it. The reactants are: [NH2:1][C:2]1[C:3](=[O:15])[N:4]([C:9]2[CH:14]=[CH:13][CH:12]=[CH:11][CH:10]=2)[N:5]([CH3:8])[C:6]=1[CH3:7].[CH3:16][N:17]([CH3:25])[C:18]1[CH:23]=[CH:22][CH:21]=[C:20]([NH2:24])[CH:19]=1.[Cl:26]([O-:30])(=[O:29])(=[O:28])=[O:27].[Na+]. (6) Given the product [C:10]([O:14][C:15](=[O:23])[NH:16][CH:17]1[CH2:22][CH2:21][N:20]([S:33]([C:30]2[CH:29]=[CH:28][C:27]([N+:24]([O-:26])=[O:25])=[CH:32][CH:31]=2)(=[O:34])=[O:35])[CH2:19][CH2:18]1)([CH3:13])([CH3:11])[CH3:12], predict the reactants needed to synthesize it. The reactants are: C(N(C(C)C)CC)(C)C.[C:10]([O:14][C:15](=[O:23])[NH:16][CH:17]1[CH2:22][CH2:21][NH:20][CH2:19][CH2:18]1)([CH3:13])([CH3:12])[CH3:11].[N+:24]([C:27]1[CH:32]=[CH:31][C:30]([S:33](Cl)(=[O:35])=[O:34])=[CH:29][CH:28]=1)([O-:26])=[O:25]. (7) Given the product [Cl:21][C:16]1[C:15]2[C:10](=[CH:11][CH:12]=[CH:13][CH:14]=2)[N:9]=[C:8]([C:3]2[CH:4]=[CH:5][CH:6]=[CH:7][C:2]=2[F:1])[N:17]=1, predict the reactants needed to synthesize it. The reactants are: [F:1][C:2]1[CH:7]=[CH:6][CH:5]=[CH:4][C:3]=1[C:8]1[NH:17][C:16](=O)[C:15]2[C:10](=[CH:11][CH:12]=[CH:13][CH:14]=2)[N:9]=1.S(Cl)([Cl:21])=O.CN(C)C=O.